From a dataset of Forward reaction prediction with 1.9M reactions from USPTO patents (1976-2016). Predict the product of the given reaction. (1) Given the reactants [CH3:1][Si:2]([C:5]#[CH:6])([CH3:4])[CH3:3].Br[C:8]1[S:12][C:11]([C:13]2[N:14]=[C:15]3[CH:20]=[N:19][CH:18]=[CH:17][N:16]3[C:21]=2[NH:22][C:23]([CH3:26])([CH3:25])[CH3:24])=[CH:10][CH:9]=1.C([O-])([O-])=O.[Na+].[Na+], predict the reaction product. The product is: [C:23]([NH:22][C:21]1[N:16]2[CH:17]=[CH:18][N:19]=[CH:20][C:15]2=[N:14][C:13]=1[C:11]1[S:12][C:8]([C:6]#[C:5][Si:2]([CH3:4])([CH3:3])[CH3:1])=[CH:9][CH:10]=1)([CH3:26])([CH3:24])[CH3:25]. (2) The product is: [CH3:22][N:20]1[CH:21]=[C:17]([C:14]2[CH:15]=[C:16]3[C:8]([C:6]4[N:7]=[C:2]([NH:29][CH2:30][CH:31]5[CH2:36][CH2:35][NH:34][CH2:33][CH2:32]5)[CH:3]=[CH:4][CH:5]=4)=[N:9][NH:10][C:11]3=[CH:12][N:13]=2)[CH:18]=[N:19]1. Given the reactants F[C:2]1[N:7]=[C:6]([C:8]2[C:16]3[C:11](=[CH:12][N:13]=[C:14]([C:17]4[CH:18]=[N:19][N:20]([CH3:22])[CH:21]=4)[CH:15]=3)[N:10](C3CCCCO3)[N:9]=2)[CH:5]=[CH:4][CH:3]=1.[NH2:29][CH2:30][CH:31]1[CH2:36][CH2:35][N:34](C(OC(C)(C)C)=O)[CH2:33][CH2:32]1, predict the reaction product. (3) The product is: [OH:11][C@H:12]([CH2:13][CH2:14][C:15]1[CH:20]=[CH:19][CH:18]=[CH:17][CH:16]=1)[C@@H:9]([CH2:8][CH2:7][C:1]1[CH:6]=[CH:5][CH:4]=[CH:3][CH:2]=1)[C:10]([NH2:22])=[O:21]. Given the reactants [C:1]1([CH2:7][CH2:8][C@@H:9]2[C@@H:12]([CH2:13][CH2:14][C:15]3[CH:20]=[CH:19][CH:18]=[CH:17][CH:16]=3)[O:11][C:10]2=[O:21])[CH:6]=[CH:5][CH:4]=[CH:3][CH:2]=1.[NH3:22], predict the reaction product. (4) Given the reactants [CH3:1][N:2]1[C:6]2[CH:7]=[CH:8][C:9]([C:11]([NH:13][C@@H:14]([CH3:18])[C:15](O)=[O:16])=[O:12])=[CH:10][C:5]=2[N:4]=[C:3]1[NH:19][C:20]1[S:21][C:22]2[CH:28]=[C:27]([C:29]([F:32])([F:31])[F:30])[CH:26]=[CH:25][C:23]=2[N:24]=1.[CH3:33][NH:34][CH3:35].CN(C(ON1N=NC2C=CC=CC1=2)=[N+](C)C)C.F[P-](F)(F)(F)(F)F.CCN(C(C)C)C(C)C, predict the reaction product. The product is: [CH3:33][N:34]([CH3:35])[C:15]([C@@H:14]([NH:13][C:11]([C:9]1[CH:8]=[CH:7][C:6]2[N:2]([CH3:1])[C:3]([NH:19][C:20]3[S:21][C:22]4[CH:28]=[C:27]([C:29]([F:32])([F:30])[F:31])[CH:26]=[CH:25][C:23]=4[N:24]=3)=[N:4][C:5]=2[CH:10]=1)=[O:12])[CH3:18])=[O:16]. (5) The product is: [N:4]1[C:3]([C:19]([O:21][CH2:22][CH3:23])=[O:20])=[CH:18][N:6]2[CH2:7][CH2:8][NH:9][CH2:10][C:5]=12. Given the reactants C([C:3]1([C:19]([O-:21])=[O:20])[CH2:18][N:6]2[CH2:7][CH2:8][N:9](C(OC(C)(C)C)=O)[CH2:10][C:5]2=[N:4]1)C.[C:22](OCC)(=O)[CH3:23], predict the reaction product. (6) Given the reactants Br[C:2]1[CH:7]=[CH:6][C:5]([CH:8]([N:13]2[CH2:27][CH2:26][C:16]3([O:21][CH2:20][C:19](=[O:22])[N:18]([CH:23]4[CH2:25][CH2:24]4)[CH2:17]3)[CH2:15][CH2:14]2)[C:9]([NH:11][CH3:12])=[O:10])=[C:4]([F:28])[CH:3]=1.CC1(C)C(C)(C)OB([C:37]2[CH:46]=[C:45]3[C:40]([CH:41]=[CH:42][CH:43]=[N:44]3)=[CH:39][CH:38]=2)O1.C(=O)([O-])[O-].[K+].[K+], predict the reaction product. The product is: [CH:23]1([N:18]2[CH2:17][C:16]3([CH2:26][CH2:27][N:13]([CH:8]([C:5]4[CH:6]=[CH:7][C:2]([C:37]5[CH:46]=[C:45]6[C:40]([CH:41]=[CH:42][CH:43]=[N:44]6)=[CH:39][CH:38]=5)=[CH:3][C:4]=4[F:28])[C:9]([NH:11][CH3:12])=[O:10])[CH2:14][CH2:15]3)[O:21][CH2:20][C:19]2=[O:22])[CH2:25][CH2:24]1. (7) Given the reactants [Cl:1][C:2]1[CH:3]=[C:4]([CH:13]=[C:14]([Cl:16])[CH:15]=1)[CH2:5][C:6]1[C:7]([CH3:12])=[N:8][NH:9][C:10]=1[CH3:11].Cl.Cl[CH2:19][CH2:20][NH2:21], predict the reaction product. The product is: [Cl:1][C:2]1[CH:3]=[C:4]([CH:13]=[C:14]([Cl:16])[CH:15]=1)[CH2:5][C:6]1[C:10]([CH3:11])=[N:9][N:8]([CH2:19][CH2:20][NH2:21])[C:7]=1[CH3:12].